This data is from Full USPTO retrosynthesis dataset with 1.9M reactions from patents (1976-2016). The task is: Predict the reactants needed to synthesize the given product. (1) Given the product [Cl:43][C:44]1[CH:50]=[CH:49][C:47]([NH:48][C:5]([C:7]2[C:12](=[O:13])[N:11]([CH2:14][C:15]3[CH:20]=[CH:19][C:18]([O:21][CH2:22][CH2:23][CH2:24][CH2:25][O:26][CH2:27][C@H:28]([OH:29])[CH2:32][OH:31])=[C:17]([F:35])[C:16]=3[F:36])[N:10]3[CH2:37][CH2:38][CH2:39][C@:9]3([CH3:40])[C:8]=2[OH:41])=[O:4])=[C:46]([C:51]2[CH:52]=[N:53][C:54]([C:57]([F:60])([F:58])[F:59])=[CH:55][CH:56]=2)[CH:45]=1, predict the reactants needed to synthesize it. The reactants are: CC(C)C[O:4][C:5]([C:7]1[C:12](=[O:13])[N:11]([CH2:14][C:15]2[CH:20]=[CH:19][C:18]([O:21][CH2:22][CH2:23][CH2:24][CH2:25][O:26][CH2:27][C@H:28]3[CH2:32][O:31]C(C)(C)[O:29]3)=[C:17]([F:35])[C:16]=2[F:36])[N:10]2[CH2:37][CH2:38][CH2:39][C@:9]2([CH3:40])[C:8]=1[OH:41])=O.[Cl:43][C:44]1[CH:50]=[CH:49][C:47]([NH2:48])=[C:46]([C:51]2[CH:52]=[N:53][C:54]([C:57]([F:60])([F:59])[F:58])=[CH:55][CH:56]=2)[CH:45]=1. (2) Given the product [O:21]=[C:20]1[NH:19][C:18]2[C:13](=[CH:14][CH:15]=[CH:16][CH:17]=2)[NH:12][CH:11]1[CH2:10][C:9]([NH:8][C:5]1[CH:6]=[CH:7][C:2]([O:1][C:25](=[O:26])[N:24]([CH3:23])[C:28]2[CH:33]=[CH:32][CH:31]=[CH:30][CH:29]=2)=[CH:3][CH:4]=1)=[O:22], predict the reactants needed to synthesize it. The reactants are: [OH:1][C:2]1[CH:7]=[CH:6][C:5]([NH:8][C:9](=[O:22])[CH2:10][CH:11]2[C:20](=[O:21])[NH:19][C:18]3[C:13](=[CH:14][CH:15]=[CH:16][CH:17]=3)[NH:12]2)=[CH:4][CH:3]=1.[CH3:23][N:24]([C:28]1[CH:33]=[CH:32][CH:31]=[CH:30][CH:29]=1)[C:25](Cl)=[O:26]. (3) Given the product [CH3:33][C:32]1[C:18]2[C:19](=[N:20][C:21]([C:23]3[CH:24]=[CH:25][C:26]([OH:29])=[CH:27][CH:28]=3)=[CH:22][C:17]=2[CH2:16][N:11]2[CH2:12][C:13]([CH3:14])([CH3:15])[NH:8][CH2:9][C:10]2([CH3:41])[CH3:40])[N:30]([CH:34]2[CH2:39][CH2:38][CH2:37][CH2:36][O:35]2)[N:31]=1, predict the reactants needed to synthesize it. The reactants are: C([N:8]1[C:13]([CH3:15])([CH3:14])[CH2:12][N:11]([CH2:16][C:17]2[CH:22]=[C:21]([C:23]3[CH:28]=[CH:27][C:26]([OH:29])=[CH:25][CH:24]=3)[N:20]=[C:19]3[N:30]([CH:34]4[CH2:39][CH2:38][CH2:37][CH2:36][O:35]4)[N:31]=[C:32]([CH3:33])[C:18]=23)[C:10]([CH3:41])([CH3:40])[CH2:9]1)C1C=CC=CC=1. (4) Given the product [CH3:1][O:2][C:3]1[CH:11]=[C:10]([O:12][CH3:13])[CH:9]=[C:8]2[C:4]=1[C:5]1([C:26]3[C:17](=[CH:18][C:19]4[O:24][CH2:23][CH2:22][O:21][C:20]=4[CH:25]=3)[O:16][CH2:15]1)[C:6](=[O:14])[N:7]2[CH2:34][C:35]1[CH:30]=[CH:29][CH:47]=[CH:38][N:27]=1, predict the reactants needed to synthesize it. The reactants are: [CH3:1][O:2][C:3]1[CH:11]=[C:10]([O:12][CH3:13])[CH:9]=[C:8]2[C:4]=1[C:5]1([C:26]3[C:17](=[CH:18][C:19]4[O:24][CH2:23][CH2:22][O:21][C:20]=4[CH:25]=3)[O:16][CH2:15]1)[C:6](=[O:14])[NH:7]2.[NH:27]1[C:35]2[C:30](=CC=C[CH:34]=2)[C@@:29]2([C:47]3[C:38](=CC4OCCOC=4C=3)OC2)C1=O.Br.BrCC1C=CC=CN=1.BrCCOCCOC. (5) Given the product [F:1][C:2]1[CH:15]=[CH:14][CH:13]=[CH:12][C:3]=1[O:4][CH2:5][CH:6]1[CH2:7][CH2:8][N:9]([CH:16]([C:19]2[C:24]([O:25][CH3:26])=[N:23][CH:22]=[CH:21][N:20]=2)[CH3:17])[CH2:10][CH2:11]1, predict the reactants needed to synthesize it. The reactants are: [F:1][C:2]1[CH:15]=[CH:14][CH:13]=[CH:12][C:3]=1[O:4][CH2:5][CH:6]1[CH2:11][CH2:10][NH:9][CH2:8][CH2:7]1.[C:16]([C:19]1[C:24]([O:25][CH3:26])=[N:23][CH:22]=[CH:21][N:20]=1)(=O)[CH3:17].[BH4-].[Na+].O. (6) The reactants are: [CH3:1][N:2]([C:4]1[CH:9]=[CH:8][C:7]2[C:10]([C:21]3[CH:26]=[C:25]([C:27]([O:29]N4C(=O)CCC4=O)=[O:28])[CH:24]=[CH:23][C:22]=3[C:37]([O-:39])=[O:38])=[C:11]3[C:19]([O:20][C:6]=2[CH:5]=1)=[CH:18][C:14](=[N+:15]([CH3:17])[CH3:16])[CH:13]=[CH:12]3)[CH3:3].[O-]P(OP(OP([O-])([O-])=O)([O-])=O)(=O)[O-]. Given the product [CH3:17][N:15]([C:14]1[CH:13]=[CH:12][C:11]2[C:10]([C:21]3[CH:26]=[C:25]([C:27]([O-:29])=[O:28])[CH:24]=[CH:23][C:22]=3[C:37]([OH:39])=[O:38])=[C:7]3[C:6]([O:20][C:19]=2[CH:18]=1)=[CH:5][C:4](=[N+:2]([CH3:1])[CH3:3])[CH:9]=[CH:8]3)[CH3:16], predict the reactants needed to synthesize it. (7) Given the product [Cl:16][C:6]1[CH:7]=[C:8]([C:12]([O:14][CH3:15])=[O:13])[C:9]2[C:10]([CH3:11])=[C:2]([CH3:20])[N:3]([CH:17]([CH3:19])[CH3:18])[C:4]=2[CH:5]=1, predict the reactants needed to synthesize it. The reactants are: Br[C:2]1[N:3]([CH:17]([CH3:19])[CH3:18])[C:4]2[CH:5]=[C:6]([Cl:16])[CH:7]=[C:8]([C:12]([O:14][CH3:15])=[O:13])[C:9]=2[C:10]=1[CH3:11].[CH3:20]B1OB(C)OB(C)O1.C(=O)([O-])[O-].[K+].[K+]. (8) Given the product [CH3:23][C:24]1([CH3:40])[C:28]([CH3:30])([CH3:29])[O:27][B:26]([C:2]2[CH:3]=[CH:4][C:5](=[O:22])[N:6]([CH:8]([CH3:21])[CH2:9][O:10][Si:11]([CH:18]([CH3:20])[CH3:19])([CH:15]([CH3:17])[CH3:16])[CH:12]([CH3:14])[CH3:13])[CH:7]=2)[O:25]1, predict the reactants needed to synthesize it. The reactants are: Br[C:2]1[CH:3]=[CH:4][C:5](=[O:22])[N:6]([CH:8]([CH3:21])[CH2:9][O:10][Si:11]([CH:18]([CH3:20])[CH3:19])([CH:15]([CH3:17])[CH3:16])[CH:12]([CH3:14])[CH3:13])[CH:7]=1.[CH3:23][C:24]1([CH3:40])[C:28]([CH3:30])([CH3:29])[O:27][B:26]([B:26]2[O:27][C:28]([CH3:30])([CH3:29])[C:24]([CH3:40])([CH3:23])[O:25]2)[O:25]1.C([O-])(=O)C.[K+]. (9) Given the product [CH:1]1([N:6]2[CH2:12][C:11]([F:14])([F:13])[C:10](=[O:15])[N:9]([CH3:16])[C:8]3[CH:17]=[N:18][C:19]([NH:21][C:22]4[CH:30]=[CH:29][C:25]([C:26]([NH:66][CH2:67][CH2:68][CH2:69][CH2:70][OH:71])=[O:27])=[CH:24][C:23]=4[O:31][CH3:32])=[N:20][C:7]2=3)[CH2:2][CH2:3][CH2:4][CH2:5]1, predict the reactants needed to synthesize it. The reactants are: [CH:1]1([N:6]2[CH2:12][C:11]([F:14])([F:13])[C:10](=[O:15])[N:9]([CH3:16])[C:8]3[CH:17]=[N:18][C:19]([NH:21][C:22]4[CH:30]=[CH:29][C:25]([C:26](O)=[O:27])=[CH:24][C:23]=4[O:31][CH3:32])=[N:20][C:7]2=3)[CH2:5][CH2:4][CH2:3][CH2:2]1.F[P-](F)(F)(F)(F)F.CN(C(N(C)C)=[N+]1C2C(=NC=CC=2)[N+]([O-])=N1)C.C(N(C(C)C)C(C)C)C.[NH2:66][CH2:67][CH2:68][CH2:69][CH2:70][OH:71]. (10) Given the product [C:44]([O:43][C:35]([CH2:40][OH:39])([CH2:36][OH:37])[CH2:34][CH2:33][C:30]1[CH:31]=[CH:32][C:27]([C@@H:9]2[C@@H:8]([CH2:7][CH2:6][C@H:5]([O:4][C:1](=[O:3])[CH3:2])[C:47]3[CH:48]=[CH:49][C:50]([F:53])=[CH:51][CH:52]=3)[C:11](=[O:12])[N:10]2[C:13]2[CH:18]=[CH:17][C:16]([CH2:19][CH2:20][CH2:21][NH:22][S:23]([CH2:26][CH3:54])(=[O:24])=[O:25])=[CH:15][CH:14]=2)=[CH:28][CH:29]=1)(=[O:46])[CH3:45], predict the reactants needed to synthesize it. The reactants are: [C:1]([O:4][CH:5]([C:47]1[CH:52]=[CH:51][C:50]([F:53])=[CH:49][CH:48]=1)[CH2:6][CH2:7][C@H:8]1[C:11](=[O:12])[N:10]([C:13]2[CH:18]=[CH:17][C:16]([CH2:19][CH2:20][CH2:21][NH:22][S:23]([CH3:26])(=[O:25])=[O:24])=[CH:15][CH:14]=2)[C@@H:9]1[C:27]1[CH:32]=[CH:31][C:30]([CH2:33][CH2:34][C:35]2([O:43][C:44](=[O:46])[CH3:45])[CH2:40][O:39]C(C)(C)[O:37][CH2:36]2)=[CH:29][CH:28]=1)(=[O:3])[CH3:2].[C:54](O)(C(F)(F)F)=O.C1(C)C=CC=CC=1.